From a dataset of Reaction yield outcomes from USPTO patents with 853,638 reactions. Predict the reaction yield, written as a fraction of the theoretical maximum amount of product (1.0 means a 100% yield; for example, 0.34 means a 34% yield). The reactants are [CH3:1][N:2]1[C:6]2[CH:7]=[C:8]([C:11]([NH:13][NH2:14])=[O:12])[CH:9]=[CH:10][C:5]=2[N:4]=[CH:3]1.C(N(CC)CC)C.[C:22](=S)=[S:23].[OH-].[K+].[F:27][C:28]([F:38])([F:37])[C:29]1[CH:30]=[C:31]([CH:34]=[CH:35][CH:36]=1)[CH2:32]Cl. The catalyst is C(O)C.C(OCC)(=O)C. The product is [CH3:1][N:2]1[C:6]2[CH:7]=[C:8]([C:11]3[O:12][C:22]([S:23][CH2:32][C:31]4[CH:34]=[CH:35][CH:36]=[C:29]([C:28]([F:38])([F:37])[F:27])[CH:30]=4)=[N:14][N:13]=3)[CH:9]=[CH:10][C:5]=2[N:4]=[CH:3]1. The yield is 0.120.